Dataset: Reaction yield outcomes from USPTO patents with 853,638 reactions. Task: Predict the reaction yield, written as a fraction of the theoretical maximum amount of product (1.0 means a 100% yield; for example, 0.34 means a 34% yield). (1) The reactants are Cl[C:2]1[C:11]2[C:6](=[CH:7][CH:8]=[C:9]([CH:12]([OH:14])[CH3:13])[CH:10]=2)[N:5]=[C:4]([N:15]2[CH2:21][C:20]3[CH:22]=[CH:23][CH:24]=[CH:25][C:19]=3[S:18](=[O:27])(=[O:26])[CH2:17][CH2:16]2)[CH:3]=1.[CH2:28]([NH2:32])[CH2:29][CH2:30][NH2:31]. No catalyst specified. The product is [NH2:31][CH2:30][CH2:29][CH2:28][NH:32][C:2]1[C:11]2[C:6](=[CH:7][CH:8]=[C:9]([CH:12]([OH:14])[CH3:13])[CH:10]=2)[N:5]=[C:4]([N:15]2[CH2:21][C:20]3[CH:22]=[CH:23][CH:24]=[CH:25][C:19]=3[S:18](=[O:27])(=[O:26])[CH2:17][CH2:16]2)[CH:3]=1. The yield is 0.412. (2) The reactants are [Cl:1][C:2]1[CH:3]=[C:4]([CH:7]=[CH:8][C:9]=1[Cl:10])[CH2:5]Br.[CH2:11]([O:13][C:14](=[O:35])[C:15]1[CH:20]=[C:19]([N:21]2[C:25]([CH3:26])=[CH:24][CH:23]=[C:22]2[C:27]2[CH:32]=[C:31]([Cl:33])[CH:30]=[CH:29][C:28]=2[OH:34])[CH:18]=[N:17][CH:16]=1)[CH3:12].C([O-])([O-])=O.[K+].[K+]. The catalyst is CN(C=O)C.CCOC(C)=O. The product is [CH2:11]([O:13][C:14](=[O:35])[C:15]1[CH:20]=[C:19]([N:21]2[C:25]([CH3:26])=[CH:24][CH:23]=[C:22]2[C:27]2[CH:32]=[C:31]([Cl:33])[CH:30]=[CH:29][C:28]=2[O:34][CH2:5][C:4]2[CH:7]=[CH:8][C:9]([Cl:10])=[C:2]([Cl:1])[CH:3]=2)[CH:18]=[N:17][CH:16]=1)[CH3:12]. The yield is 0.430. (3) The reactants are Cl[Si:2]([CH:9]([CH3:11])[CH3:10])([CH:6]([CH3:8])[CH3:7])[CH:3]([CH3:5])[CH3:4].N12CCCN=C1CCCCC2.[C:23]1([CH3:30])[C:28]([OH:29])=[CH:27][CH:26]=[CH:25][CH:24]=1. The catalyst is C(Cl)Cl. The product is [CH:3]([Si:2]([CH:9]([CH3:11])[CH3:10])([CH:6]([CH3:8])[CH3:7])[O:29][C:28]1[CH:27]=[CH:26][CH:25]=[CH:24][C:23]=1[CH3:30])([CH3:5])[CH3:4]. The yield is 0.430. (4) The reactants are [CH:1]([CH:3]1[CH2:5][C:4]1([C:10]1[CH:15]=[CH:14][CH:13]=[CH:12][CH:11]=1)[C:6]([O:8][CH3:9])=[O:7])=O.[CH3:16][NH2:17].[BH4-].[Na+]. The catalyst is CO. The product is [CH3:16][NH:17][CH2:1][CH:3]1[CH2:5][C:4]1([C:10]1[CH:15]=[CH:14][CH:13]=[CH:12][CH:11]=1)[C:6]([O:8][CH3:9])=[O:7]. The yield is 0.630. (5) The reactants are [O:1]=[C:2]1[C@@H:6]([O:7][C:8](=[O:12])[CH:9]([CH3:11])[CH3:10])[C@H:5]([O:13][C:14](=[O:18])[CH:15]([CH3:17])[CH3:16])[C:4](=O)[O:3]1.[NH2:20][OH:21]. The catalyst is C(OCC)(=O)C. The product is [OH:21][N:20]1[C:2](=[O:1])[C@H:6]([O:7][C:8](=[O:12])[CH:9]([CH3:11])[CH3:10])[C@@H:5]([O:13][C:14](=[O:18])[CH:15]([CH3:17])[CH3:16])[C:4]1=[O:3]. The yield is 1.00. (6) The reactants are C(OC(=O)NC1C=C(OCCCOC2C=C(N)C(C([N:45]3[CH:54]([CH2:55][OH:56])[CH2:53][C:52]4[C:47](=[CH:48][CH:49]=[CH:50][CH:51]=4)[CH2:46]3)=O)=CC=2OC)C(OC)=CC=1C([N:45]1[CH:54]([CH2:55][OH:56])[CH2:53][C:52]2[C:47](=[CH:48][CH:49]=[CH:50][CH:51]=2)[CH2:46]1)=O)C=C.N1C=CN=C1.C([Si](Cl)(C)C)(C)(C)C.CN([CH:74]=[O:75])C. No catalyst specified. The product is [CH3:74][O:75][C:55]([CH:54]1[CH2:53][C:52]2[C:47](=[CH:48][CH:49]=[CH:50][CH:51]=2)[CH2:46][NH:45]1)=[O:56]. The yield is 0.790. (7) The reactants are [CH:1]([C:3]1[CH:11]=[C:7]([C:8]([OH:10])=[O:9])[C:6]([OH:12])=[CH:5][CH:4]=1)=[O:2].[CH2:13](Br)[C:14]1[CH:19]=[CH:18][CH:17]=[CH:16][CH:15]=1.C(=O)([O-])[O-].[K+].[K+]. The catalyst is C(C(C)=O)C. The product is [CH2:13]([O:9][C:8](=[O:10])[C:7]1[CH:11]=[C:3]([CH:1]=[O:2])[CH:4]=[CH:5][C:6]=1[O:12][CH2:1][C:3]1[CH:11]=[CH:7][CH:6]=[CH:5][CH:4]=1)[C:14]1[CH:19]=[CH:18][CH:17]=[CH:16][CH:15]=1. The yield is 0.575. (8) The reactants are [C:1]([NH:7][NH:8]C(OC(C)(C)C)=O)(=[O:6])[C:2]([CH3:5])([CH3:4])[CH3:3].[ClH:16]. The catalyst is O1CCOCC1. The product is [ClH:16].[C:1]([NH:7][NH2:8])(=[O:6])[C:2]([CH3:5])([CH3:4])[CH3:3]. The yield is 0.940. (9) The reactants are [CH3:1][O:2][C:3]1[CH:14]=[CH:13][C:6]([CH2:7][N:8]2[CH:12]=[N:11][CH:10]=[N:9]2)=[CH:5][CH:4]=1.C([Li])CCC.[CH2:20]([CH:22]([CH2:25][CH3:26])[CH:23]=[O:24])[CH3:21]. The catalyst is C1COCC1. The product is [CH2:20]([CH:22]([CH2:25][CH3:26])[CH:23]([C:12]1[N:8]([CH2:7][C:6]2[CH:5]=[CH:4][C:3]([O:2][CH3:1])=[CH:14][CH:13]=2)[N:9]=[CH:10][N:11]=1)[OH:24])[CH3:21]. The yield is 0.540. (10) The reactants are Cl.[Cl:2][C:3]1[CH:8]=[CH:7][N:6]=[CH:5][CH:4]=1.[C:9]([O-])(O)=[O:10].[Na+].CCOCC.[Li+].CCC[CH2-].C(NC(C)C)(C)C.ClC1C=CN=CC=1.C(OCC)=O. The catalyst is C1COCC1. The product is [Cl:2][C:3]1[CH:8]=[CH:7][N:6]=[CH:5][C:4]=1[CH:9]=[O:10]. The yield is 0.210.